From a dataset of Full USPTO retrosynthesis dataset with 1.9M reactions from patents (1976-2016). Predict the reactants needed to synthesize the given product. (1) Given the product [O:13]=[C:14]([N:28]1[CH2:33][CH2:32][N:31]2[C:34]([C:37]([F:40])([F:39])[F:38])=[N:35][N:36]=[C:30]2[CH2:29]1)[CH2:15][CH:16]([NH2:27])[CH2:17][C:18]1[CH:23]=[C:22]([F:24])[C:21]([F:25])=[CH:20][C:19]=1[F:26], predict the reactants needed to synthesize it. The reactants are: [BH4-].[Na+].C1(S(O)(=O)=O)C=CC=CC=1.[O:13]=[C:14]([N:28]1[CH2:33][CH2:32][N:31]2[C:34]([C:37]([F:40])([F:39])[F:38])=[N:35][N:36]=[C:30]2[CH2:29]1)[CH:15]=[C:16]([NH2:27])[CH2:17][C:18]1[CH:23]=[C:22]([F:24])[C:21]([F:25])=[CH:20][C:19]=1[F:26].N. (2) Given the product [CH3:7][NH:8][CH:9]1[CH2:14][CH2:13][N:12]([C:15]2[CH:16]=[CH:17][N:18]=[CH:19][CH:20]=2)[CH2:11][C:10]1([CH3:22])[CH3:21], predict the reactants needed to synthesize it. The reactants are: COC1C=CC([CH2:7][N:8](C)[CH:9]2[CH2:14][CH2:13][N:12]([C:15]3[CH:20]=[CH:19][N:18]=[CH:17][CH:16]=3)[CH2:11][C:10]2([CH3:22])[CH3:21])=CC=1. (3) Given the product [Cl:10][C:11]1[CH:16]=[N:15][CH:14]=[C:13]([O:9][CH:7]([C:1]2[CH:6]=[CH:5][CH:4]=[CH:3][CH:2]=2)[CH3:8])[N:12]=1, predict the reactants needed to synthesize it. The reactants are: [C:1]1([CH:7]([OH:9])[CH3:8])[CH:6]=[CH:5][CH:4]=[CH:3][CH:2]=1.[Cl:10][C:11]1[CH:16]=[N:15][CH:14]=[C:13](Cl)[N:12]=1.CCOCC. (4) Given the product [Cl:1][C:2]1[C:14]([Cl:15])=[CH:13][CH:12]=[C:11]2[C:3]=1[C:4]1[CH2:5][CH2:6][CH:7]([CH3:28])[C:8](=[O:26])[C:9]=1[N:10]2[S:16]([C:19]1[CH:20]=[CH:21][C:22]([CH3:23])=[CH:24][CH:25]=1)(=[O:18])=[O:17], predict the reactants needed to synthesize it. The reactants are: [Cl:1][C:2]1[C:14]([Cl:15])=[CH:13][CH:12]=[C:11]2[C:3]=1[C:4]1[CH2:5][CH2:6][CH2:7][C:8](=[O:26])[C:9]=1[N:10]2[S:16]([C:19]1[CH:25]=[CH:24][C:22]([CH3:23])=[CH:21][CH:20]=1)(=[O:18])=[O:17].[Li+].[CH3:28][Si]([N-][Si](C)(C)C)(C)C.CI. (5) Given the product [CH3:28][O:27][CH:26]([O:29][CH3:30])[CH2:25][CH2:24][N:13]1[CH:14]=[C:9]([C:8]2[CH:7]=[CH:6][N:5]=[CH:4][C:3]=2[F:2])[C:10](=[O:16])[NH:11][C:12]1=[O:15], predict the reactants needed to synthesize it. The reactants are: Cl.[F:2][C:3]1[CH:4]=[N:5][CH:6]=[CH:7][C:8]=1[C:9]1[C:10](=[O:16])[NH:11][C:12](=[O:15])[NH:13][CH:14]=1.C([O-])([O-])=O.[K+].[K+].Br[CH2:24][CH2:25][CH:26]([O:29][CH3:30])[O:27][CH3:28].C(OCC)(=O)C. (6) Given the product [C:28]([C:25]1[CH:26]=[CH:27][C:22]([S:19]([NH:18][C:12]2[CH:13]=[CH:14][C:15]([Cl:17])=[CH:16][C:11]=2[N:9]2[CH:10]=[C:6]([C:4]([NH2:32])=[O:5])[N:7]=[N:8]2)(=[O:20])=[O:21])=[CH:23][CH:24]=1)([CH3:31])([CH3:29])[CH3:30], predict the reactants needed to synthesize it. The reactants are: C(O[C:4]([C:6]1[N:7]=[N:8][N:9]([C:11]2[CH:16]=[C:15]([Cl:17])[CH:14]=[CH:13][C:12]=2[NH:18][S:19]([C:22]2[CH:27]=[CH:26][C:25]([C:28]([CH3:31])([CH3:30])[CH3:29])=[CH:24][CH:23]=2)(=[O:21])=[O:20])[CH:10]=1)=[O:5])C.[NH3:32]. (7) The reactants are: [CH2:1]([O:3][C:4](=[O:21])[CH:5]([C:15]1[CH:20]=[CH:19][CH:18]=[CH:17][CH:16]=1)[CH2:6][NH:7][CH2:8][C:9]1[CH:14]=[CH:13][CH:12]=[CH:11][CH:10]=1)[CH3:2].[C:22]([O:26][CH2:27][CH3:28])(=[O:25])[CH:23]=[CH2:24].C(O)(=O)C. Given the product [CH2:1]([O:3][C:4](=[O:21])[CH:5]([C:15]1[CH:20]=[CH:19][CH:18]=[CH:17][CH:16]=1)[CH2:6][N:7]([CH2:8][C:9]1[CH:10]=[CH:11][CH:12]=[CH:13][CH:14]=1)[CH2:24][CH2:23][C:22]([O:26][CH2:27][CH3:28])=[O:25])[CH3:2], predict the reactants needed to synthesize it.